Dataset: Full USPTO retrosynthesis dataset with 1.9M reactions from patents (1976-2016). Task: Predict the reactants needed to synthesize the given product. The reactants are: FC1C=CC=CC=1C(Cl)=O.[CH3:11][O:12][C:13]1[CH:14]=[C:15]2[C:20](=[CH:21][C:22]=1[O:23][CH3:24])[N:19]=[CH:18][CH:17]=[C:16]2[O:25][C:26]1[CH:32]=[CH:31][C:29]([NH2:30])=[CH:28][CH:27]=1.[F:33][C:34]1[CH:39]=[CH:38][CH:37]=[CH:36][C:35]=1[C:40]([N:42]=[C:43]=[S:44])=[O:41]. Given the product [F:33][C:34]1[CH:39]=[CH:38][CH:37]=[CH:36][C:35]=1[C:40]([N:42]=[C:43]=[S:44])=[O:41].[CH3:11][O:12][C:13]1[CH:14]=[C:15]2[C:20](=[CH:21][C:22]=1[O:23][CH3:24])[N:19]=[CH:18][CH:17]=[C:16]2[O:25][C:26]1[CH:32]=[CH:31][C:29]([NH:30][C:43]([NH:42][C:40](=[O:41])[C:35]2[CH:36]=[CH:37][CH:38]=[CH:39][C:34]=2[F:33])=[S:44])=[CH:28][CH:27]=1, predict the reactants needed to synthesize it.